Dataset: Reaction yield outcomes from USPTO patents with 853,638 reactions. Task: Predict the reaction yield, written as a fraction of the theoretical maximum amount of product (1.0 means a 100% yield; for example, 0.34 means a 34% yield). (1) The reactants are [C:1]([NH:9][C:10](=[S:28])[NH:11][C:12]1[S:20][C:15]2[CH2:16][O:17][CH2:18][CH2:19][C:14]=2[C:13]=1[C:21]([O:23]C(C)(C)C)=[O:22])(=[O:8])[C:2]1[CH:7]=[CH:6][CH:5]=[CH:4][CH:3]=1.C(O)(C(F)(F)F)=O. The catalyst is C(Cl)Cl. The product is [C:1]([NH:9][C:10](=[S:28])[NH:11][C:12]1[S:20][C:15]2[CH2:16][O:17][CH2:18][CH2:19][C:14]=2[C:13]=1[C:21]([OH:23])=[O:22])(=[O:8])[C:2]1[CH:7]=[CH:6][CH:5]=[CH:4][CH:3]=1. The yield is 0.0300. (2) The catalyst is CN(C)C=O. The product is [CH3:12][C:4]1[N:3]=[C:2]([N:22]([C:19]2[CH:18]=[CH:17][C:16]([N+:13]([O-:15])=[O:14])=[CH:21][CH:20]=2)[CH3:23])[C:11]2[C:6](=[CH:7][CH:8]=[CH:9][CH:10]=2)[N:5]=1. The reactants are Cl[C:2]1[C:11]2[C:6](=[CH:7][CH:8]=[CH:9][CH:10]=2)[N:5]=[C:4]([CH3:12])[N:3]=1.[N+:13]([C:16]1[CH:21]=[CH:20][C:19]([NH:22][CH3:23])=[CH:18][CH:17]=1)([O-:15])=[O:14].[H-].[Na+]. The yield is 0.670. (3) The catalyst is O.O1CCOCC1.CO. The reactants are [C:1]([C:3]1[CH:8]=[CH:7][C:6]([O:9][C:10]2[CH:15]=[CH:14][CH:13]=[CH:12][CH:11]=2)=[CH:5][CH:4]=1)#[CH:2].[N:16]([C:19]1[CH:24]=[CH:23][C:22]([CH2:25][C@H:26]([NH:30]C(OC(C)(C)C)=O)[C:27]([OH:29])=[O:28])=[CH:21][CH:20]=1)=[N+:17]=[N-:18].Cl. The yield is 0.290. The product is [NH2:30][C@@H:26]([CH2:25][C:22]1[CH:23]=[CH:24][C:19]([N:16]2[CH:2]=[C:1]([C:3]3[CH:8]=[CH:7][C:6]([O:9][C:10]4[CH:15]=[CH:14][CH:13]=[CH:12][CH:11]=4)=[CH:5][CH:4]=3)[N:18]=[N:17]2)=[CH:20][CH:21]=1)[C:27]([OH:29])=[O:28]. (4) The reactants are [CH:1]([C:4]1[C:8]([CH2:9][OH:10])=[CH:7][N:6]([C:11]2[CH:16]=[CH:15][C:14]([C:17]([F:20])([F:19])[F:18])=[CH:13][CH:12]=2)[N:5]=1)([CH3:3])[CH3:2].O[C:22]1[CH:23]=[C:24]([CH2:28][C:29]([O:31]C)=[O:30])[CH:25]=[CH:26][CH:27]=1.C(P(CCCC)CCCC)CCC.N(C(N1CCCCC1)=O)=NC(N1CCCCC1)=O. The catalyst is O1CCCC1. The product is [CH:1]([C:4]1[C:8]([CH2:9][O:10][C:22]2[CH:23]=[C:24]([CH2:28][C:29]([OH:31])=[O:30])[CH:25]=[CH:26][CH:27]=2)=[CH:7][N:6]([C:11]2[CH:16]=[CH:15][C:14]([C:17]([F:19])([F:20])[F:18])=[CH:13][CH:12]=2)[N:5]=1)([CH3:3])[CH3:2]. The yield is 0.610. (5) The reactants are [CH2:1]([C:3]1[N:11]=[C:10]([C:12]([F:15])([F:14])[F:13])[N:9]=[C:8]2[C:4]=1[N:5]=[CH:6][N:7]2[C:16]1[CH:21]=[CH:20][C:19](C(OC)=O)=[CH:18][CH:17]=1)[CH3:2].[OH-:26].[K+].[CH3:28][OH:29].C1COCC1.O. No catalyst specified. The product is [C:28]([C:18]1[CH:17]=[C:16]([N:7]2[CH:6]=[N:5][C:4]3[C:8]2=[N:9][C:10]([C:12]([F:15])([F:13])[F:14])=[N:11][C:3]=3[CH2:1][CH3:2])[CH:21]=[CH:20][CH:19]=1)([OH:29])=[O:26]. The yield is 0.220. (6) The reactants are [Cl:1][C:2]1[CH:3]=[C:4]([OH:8])[CH:5]=[N:6][CH:7]=1.[H-].[Na+].F[C:12]1[CH:17]=[CH:16][CH:15]=[C:14]([N+:18]([O-:20])=[O:19])[CH:13]=1. The catalyst is CS(C)=O. The product is [Cl:1][C:2]1[CH:7]=[N:6][CH:5]=[C:4]([O:8][C:12]2[CH:17]=[CH:16][CH:15]=[C:14]([N+:18]([O-:20])=[O:19])[CH:13]=2)[CH:3]=1. The yield is 0.230. (7) The reactants are [O:1]1[C:5]2[CH:6]=[CH:7][C:8]([C:10]3([C:13]([OH:15])=O)[CH2:12][CH2:11]3)=[CH:9][C:4]=2[O:3][CH2:2]1.CN(C(ON1N=NC2C=CC=CC1=2)=[N+](C)C)C.F[P-](F)(F)(F)(F)F.CCN(CC)CC.[NH2:47][C:48]1[CH:49]=[C:50]2[C:54](=[CH:55][CH:56]=1)[NH:53][C:52]([CH:57]([CH3:60])[CH2:58][OH:59])=[CH:51]2. The catalyst is C(#N)C. The product is [O:1]1[C:5]2[CH:6]=[CH:7][C:8]([C:10]3([C:13]([NH:47][C:48]4[CH:49]=[C:50]5[C:54](=[CH:55][CH:56]=4)[NH:53][C:52]([CH:57]([CH3:60])[CH2:58][OH:59])=[CH:51]5)=[O:15])[CH2:11][CH2:12]3)=[CH:9][C:4]=2[O:3][CH2:2]1. The yield is 0.510. (8) The reactants are [C:1]1([C:34]2[CH:39]=[CH:38][CH:37]=[CH:36][CH:35]=2)[CH:6]=[CH:5][CH:4]=[CH:3][C:2]=1[CH2:7][N:8]1[C:12]([CH3:13])=[CH:11][C:10]([NH:14][C:15]([C:17]2[CH:18]=[C:19]3[C:24](=[CH:25][CH:26]=2)[CH2:23][N:22](C(OC(C)(C)C)=O)[CH2:21][CH2:20]3)=[O:16])=[N:9]1.[ClH:40]. The catalyst is CCOC(C)=O. The product is [ClH:40].[C:1]1([C:34]2[CH:35]=[CH:36][CH:37]=[CH:38][CH:39]=2)[CH:6]=[CH:5][CH:4]=[CH:3][C:2]=1[CH2:7][N:8]1[C:12]([CH3:13])=[CH:11][C:10]([NH:14][C:15]([C:17]2[CH:18]=[C:19]3[C:24](=[CH:25][CH:26]=2)[CH2:23][NH:22][CH2:21][CH2:20]3)=[O:16])=[N:9]1. The yield is 0.890.